This data is from Catalyst prediction with 721,799 reactions and 888 catalyst types from USPTO. The task is: Predict which catalyst facilitates the given reaction. (1) Reactant: [C:1]([C:3]1[CH:8]=[CH:7][CH:6]=[CH:5][C:4]=1[C:9]1[CH:14]=[CH:13][C:12]([CH2:15][C:16]2[C:17](=[O:42])[N:18]([C@H:29]3[CH2:34][CH2:33][C@H:32]([O:35][CH2:36]C(OCC)=O)[CH2:31][CH2:30]3)[C:19]3[N:20]([N:25]=[C:26]([CH3:28])[N:27]=3)[C:21]=2[CH2:22][CH2:23][CH3:24])=[CH:11][C:10]=1[CH3:43])#[N:2].C[Mg]Br.Cl. Product: [OH:35][C:32]([CH3:33])([CH3:31])[CH2:36][O:35][C@H:32]1[CH2:31][CH2:30][C@H:29]([N:18]2[C:17](=[O:42])[C:16]([CH2:15][C:12]3[CH:13]=[CH:14][C:9]([C:4]4[C:3]([C:1]#[N:2])=[CH:8][CH:7]=[CH:6][CH:5]=4)=[C:10]([CH3:43])[CH:11]=3)=[C:21]([CH2:22][CH2:23][CH3:24])[N:20]3[N:25]=[C:26]([CH3:28])[N:27]=[C:19]23)[CH2:34][CH2:33]1. The catalyst class is: 7. (2) Reactant: [CH3:1][C:2]1[C:7]2[N:8]([CH2:12][CH2:13][S:14][CH3:15])[C:9](=[O:11])[NH:10][C:6]=2[CH:5]=[CH:4][CH:3]=1.C(N(CC)CC)C.Cl[C:24](OC1C=CC([N+]([O-])=O)=CC=1)=[O:25].[NH2:36][C@H:37]([C:42]([NH2:44])=[O:43])[C:38]([CH3:41])([CH3:40])[CH3:39]. Product: [NH2:44][C:42]([C@@H:37]([NH:36][C:24]([N:10]1[C:6]2[CH:5]=[CH:4][CH:3]=[C:2]([CH3:1])[C:7]=2[N:8]([CH2:12][CH2:13][S:14][CH3:15])[C:9]1=[O:11])=[O:25])[C:38]([CH3:41])([CH3:40])[CH3:39])=[O:43]. The catalyst class is: 26. (3) Reactant: CCOC(/N=N/C(OCC)=O)=O.[Br:13][C:14]1[CH:15]=[C:16]([N:20]2[C:24](O)=[C:23]([CH2:26][CH2:27][CH2:28][OH:29])[C:22]([C:30]([O:32][CH2:33][CH3:34])=[O:31])=[N:21]2)[CH:17]=[CH:18][CH:19]=1.C1C=CC(P(C2C=CC=CC=2)C2C=CC=CC=2)=CC=1. Product: [Br:13][C:14]1[CH:15]=[C:16]([N:20]2[C:24]3[O:29][CH2:28][CH2:27][CH2:26][C:23]=3[C:22]([C:30]([O:32][CH2:33][CH3:34])=[O:31])=[N:21]2)[CH:17]=[CH:18][CH:19]=1. The catalyst class is: 7. (4) Reactant: [NH2:1][C:2]1[N:10]=[CH:9][CH:8]=[CH:7][C:3]=1[C:4]([OH:6])=O.ON1C2C=CC=CC=2N=N1.CCN=C=NCCCN(C)C.[CH2:32]([C:35]1[CH:49]=[CH:48][C:38]([O:39][C:40]2[CH:41]=[C:42]([CH:45]=[CH:46][CH:47]=2)[CH2:43][NH2:44])=[CH:37][CH:36]=1)[CH2:33][CH3:34].C(=O)(O)[O-].[Na+]. The catalyst class is: 3. Product: [CH2:32]([C:35]1[CH:49]=[CH:48][C:38]([O:39][C:40]2[CH:41]=[C:42]([CH2:43][NH:44][C:4](=[O:6])[C:3]3[CH:7]=[CH:8][CH:9]=[N:10][C:2]=3[NH2:1])[CH:45]=[CH:46][CH:47]=2)=[CH:37][CH:36]=1)[CH2:33][CH3:34].